Dataset: Forward reaction prediction with 1.9M reactions from USPTO patents (1976-2016). Task: Predict the product of the given reaction. Given the reactants [NH2:1][CH2:2][CH2:3][C:4]1[N:5]=[C:6]([NH:9][S:10]([C:13]2[CH:18]=[CH:17][CH:16]=[C:15]([Cl:19])[C:14]=2[CH3:20])(=[O:12])=[O:11])[S:7][CH:8]=1.Br[CH2:22][CH2:23][CH2:24][C:25](OCC)=[O:26].CCN(C(C)C)C(C)C.[I-].[K+], predict the reaction product. The product is: [Cl:19][C:15]1[C:14]([CH3:20])=[C:13]([S:10]([NH:9][C:6]2[S:7][CH:8]=[C:4]([CH2:3][CH2:2][N:1]3[CH2:22][CH2:23][CH2:24][C:25]3=[O:26])[N:5]=2)(=[O:11])=[O:12])[CH:18]=[CH:17][CH:16]=1.